The task is: Binary Classification. Given a miRNA mature sequence and a target amino acid sequence, predict their likelihood of interaction.. This data is from Experimentally validated miRNA-target interactions with 360,000+ pairs, plus equal number of negative samples. The protein sequence of the target gene is MADWLLLIPWNKIFTAACGCFFSDRNYIHKMEANLDDLHTTMEELKNGRDDLLRRVSIEEDKGLQQLAQVKGWISRVEIVESRFKDLLEDKSTETGRLCLFGFCSENCISSYNYGEKVMKNLEEVKELLSKKHFEVVAHKIPVPKVEEKNIHTTVGLYAMVEMAWKSLMNDEIRTLCLHGMGGVGKTTLLACINNKFVELESEFDVVIWVVVSKDFQLEGIQDQILGRLRLDKEWERETENKKASLINNNLKRKKFVLLLDDLWSEVDLNKIGVPPPTRENGAKIVFTKRSKEVSKYMKA.... Result: 0 (no interaction). The miRNA is hsa-miR-645 with sequence UCUAGGCUGGUACUGCUGA.